Dataset: Forward reaction prediction with 1.9M reactions from USPTO patents (1976-2016). Task: Predict the product of the given reaction. Given the reactants ClC1C=CC(N2C(C3C=CC(Cl)=CC=3)C(C(O)=O)C3C(=CC=CC=3)C2=O)=CC=1.ClC1C=CC(CN2C(C3C4C(=CC=CC=4)NC=3)C(C(O)=O)C3C(=CC=CC=3)C2=O)=CC=1.C([CH:63]([C:85]1[CH:90]=[CH:89][C:88]([Cl:91])=[CH:87][CH:86]=1)[N:64]1[CH:73]([C:74]2[CH:79]=[CH:78][C:77]([Cl:80])=[CH:76][CH:75]=2)[CH:72]([C:81]([OH:83])=[O:82])[C:71]2[C:66](=[CH:67][CH:68]=[CH:69][CH:70]=2)[C:65]1=[O:84])(O)=O.ClC1C=CC(CN2C(C3C=NC4C(C=3)=CC=CC=4)C(C(O)=O)C3C(=CC=CC=3)C2=O)=CC=1, predict the reaction product. The product is: [Cl:91][C:88]1[CH:87]=[CH:86][C:85]([CH2:63][N:64]2[CH:73]([C:74]3[CH:79]=[CH:78][C:77]([Cl:80])=[CH:76][CH:75]=3)[CH:72]([C:81]([OH:83])=[O:82])[C:71]3[C:66](=[CH:67][CH:68]=[CH:69][CH:70]=3)[C:65]2=[O:84])=[CH:90][CH:89]=1.